This data is from Rat liver microsome stability data. The task is: Regression/Classification. Given a drug SMILES string, predict its absorption, distribution, metabolism, or excretion properties. Task type varies by dataset: regression for continuous measurements (e.g., permeability, clearance, half-life) or binary classification for categorical outcomes (e.g., BBB penetration, CYP inhibition). Dataset: rlm. (1) The drug is Cc1ccc(-c2ccc(CNc3nc(-c4ccccc4C(C)C)ncc3C)cc2)cn1. The result is 1 (stable in rat liver microsomes). (2) The drug is CNc1oc(-c2cccc3ccccc23)nc1C(=O)Nc1cccc(C#N)c1. The result is 1 (stable in rat liver microsomes). (3) The molecule is CCN(CC)S(=O)(=O)c1cc(NC(=O)c2[nH]c(C)c(C(C)=O)c2C)ccc1OC. The result is 1 (stable in rat liver microsomes). (4) The compound is O=C(CN1CCC(N2C(=O)OCc3ccc(F)cc32)CC1)Nc1ccc2c(c1)-c1ccccc1C2O. The result is 1 (stable in rat liver microsomes). (5) The drug is COc1cccc(Cn2c(=O)n(-c3cccc(Cl)c3C)c(=O)c3c4c(sc32)CN(C(C)=O)CC4)c1. The result is 1 (stable in rat liver microsomes). (6) The drug is COC(=O)C(Cc1ccccc1)NC(=O)c1cc2c(=O)n3ccccc3nc2n(Cc2ccccc2)c1=N. The result is 1 (stable in rat liver microsomes). (7) The drug is O=C(N[C@H]1CCC[C@@H]1OCc1ccccc1)C1CCN(c2nc3cc(Cl)ccc3o2)CC1. The result is 1 (stable in rat liver microsomes). (8) The drug is N=C(N)c1ccc(C[C@H](NC(=O)CCc2ccccc2)C(=O)N[C@@H](CCCCN)C(=O)N[C@H](C(N)=O)c2ccccc2)cc1. The result is 1 (stable in rat liver microsomes). (9) The molecule is Cc1ccc(-c2cc(C(=O)Nc3cccc(S(=O)(=O)Nc4nccs4)c3)c3ccccc3n2)cc1C. The result is 1 (stable in rat liver microsomes).